Dataset: Full USPTO retrosynthesis dataset with 1.9M reactions from patents (1976-2016). Task: Predict the reactants needed to synthesize the given product. (1) Given the product [NH2:3][C:8]1[CH:9]=[C:10]([CH2:18][CH:20]([OH:25])[CH3:27])[CH:11]=[C:12]([C:14]([F:15])([F:16])[F:17])[CH:13]=1, predict the reactants needed to synthesize it. The reactants are: CC1[N:3]([C:8]2[CH:9]=[C:10]([C:18](O)([CH3:20])C)[CH:11]=[C:12]([C:14]([F:17])([F:16])[F:15])[CH:13]=2)C(C)=CC=1.Cl.NO.[OH-:25].[K+].[CH3:27]CO. (2) Given the product [F:1][C:2]1[CH:3]=[C:4]([CH:13]=[CH:14][C:15]=1[F:16])[CH2:5][N:6]1[CH2:11][CH2:10][CH:9]([NH:23][CH3:22])[CH2:8][CH2:7]1, predict the reactants needed to synthesize it. The reactants are: [F:1][C:2]1[CH:3]=[C:4]([CH:13]=[CH:14][C:15]=1[F:16])[CH2:5][N:6]1[CH2:11][CH2:10][C:9](=O)[CH2:8][CH2:7]1.S1C=CC=C1.[CH3:22][NH2:23].[H][H]. (3) Given the product [O:1]=[C:2]1[C@@H:8]2[C@@H:4]([CH2:5][CH2:6][N:7]2[C:13]([NH:24][CH:25]2[CH2:31][CH2:30][C:29]([CH3:33])([CH3:32])[NH:28][C:27]([CH3:35])([CH3:34])[CH2:26]2)=[O:16])[N:3]1[S:9]([OH:12])(=[O:11])=[O:10], predict the reactants needed to synthesize it. The reactants are: [O:1]=[C:2]1[C@@H:8]2[C@@H:4]([CH2:5][CH2:6][NH:7]2)[N:3]1[S:9]([OH:12])(=[O:11])=[O:10].[C:13](=[O:16])(O)[O-].[Na+].CC(S([NH:24][CH:25]1[CH2:31][CH2:30][C:29]([CH3:33])([CH3:32])[NH:28][C:27]([CH3:35])([CH3:34])[CH2:26]1)=O)(C)C. (4) Given the product [CH3:10][N:1]1[C:9]2[C:4](=[CH:5][CH:6]=[CH:7][CH:8]=2)[CH:3]=[CH:2]1, predict the reactants needed to synthesize it. The reactants are: [NH:1]1[C:9]2[C:4](=[CH:5][CH:6]=[CH:7][CH:8]=2)[CH:3]=[CH:2]1.[CH3:10]COCC. (5) Given the product [CH3:19][O:18][C:12]1[CH:11]=[C:10]2[C:15](=[CH:14][C:13]=1[O:16][CH3:17])[NH:1][C:4]([C:5]([O:7][CH3:8])=[O:6])=[CH:9]2, predict the reactants needed to synthesize it. The reactants are: [N:1]([C:4](=[CH:9][C:10]1[CH:15]=[CH:14][C:13]([O:16][CH3:17])=[C:12]([O:18][CH3:19])[CH:11]=1)[C:5]([O:7][CH3:8])=[O:6])=[N+]=[N-].